Dataset: Catalyst prediction with 721,799 reactions and 888 catalyst types from USPTO. Task: Predict which catalyst facilitates the given reaction. Reactant: C(O[BH-](OC(=O)C)OC(=O)C)(=O)C.[Na+].[F:15][C:16]([F:30])([F:29])[C:17]1[CH:18]=[C:19]([CH:22]=[C:23]([C:25]([F:28])([F:27])[F:26])[CH:24]=1)[CH:20]=O.C(O)(=O)C.[CH:35]([O:38][C:39]([N:41]1[C:50]2[C:45](=[CH:46][C:47]([C:51]([F:54])([F:53])[F:52])=[CH:48][CH:49]=2)[C@H:44]([NH2:55])[CH2:43][C@@H:42]1[CH:56]1[CH2:58][CH2:57]1)=[O:40])([CH3:37])[CH3:36]. Product: [CH:35]([O:38][C:39]([N:41]1[C:50]2[C:45](=[CH:46][C:47]([C:51]([F:52])([F:54])[F:53])=[CH:48][CH:49]=2)[C@H:44]([NH:55][CH2:20][C:19]2[CH:18]=[C:17]([C:16]([F:30])([F:29])[F:15])[CH:24]=[C:23]([C:25]([F:28])([F:27])[F:26])[CH:22]=2)[CH2:43][C@@H:42]1[CH:56]1[CH2:57][CH2:58]1)=[O:40])([CH3:37])[CH3:36]. The catalyst class is: 68.